From a dataset of Catalyst prediction with 721,799 reactions and 888 catalyst types from USPTO. Predict which catalyst facilitates the given reaction. (1) Reactant: [CH2:1]([NH:3][C:4]([N:19]1[CH2:23][CH:22]([CH2:24][CH3:25])[CH:21]=[N:20]1)=[N:5][S:6]([C:9]1[CH:17]=[C:16]2[C:12]([CH2:13][CH2:14][NH:15]2)=[CH:11][C:10]=1Br)(=[O:8])=[O:7])[CH3:2].C(N(CC)CC)C. The catalyst class is: 14. Product: [CH2:1]([NH:3][C:4]([N:19]1[CH2:23][CH:22]([CH2:24][CH3:25])[CH:21]=[N:20]1)=[N:5][S:6]([C:9]1[CH:17]=[C:16]2[C:12]([CH2:13][CH2:14][NH:15]2)=[CH:11][CH:10]=1)(=[O:7])=[O:8])[CH3:2]. (2) Product: [Br:1][C:2]1[CH:3]=[CH:4][C:5]([Cl:17])=[C:6]([CH:16]=1)[O:7][C:8]1[CH:9]=[CH:10][C:11]([C:12](=[N:19][OH:20])[NH2:13])=[CH:14][CH:15]=1. The catalyst class is: 14. Reactant: [Br:1][C:2]1[CH:3]=[CH:4][C:5]([Cl:17])=[C:6]([CH:16]=1)[O:7][C:8]1[CH:15]=[CH:14][C:11]([C:12]#[N:13])=[CH:10][CH:9]=1.Cl.[NH2:19][OH:20].C(N(CC)CC)C.